This data is from Catalyst prediction with 721,799 reactions and 888 catalyst types from USPTO. The task is: Predict which catalyst facilitates the given reaction. (1) Reactant: [N:1]1[CH:6]=[CH:5][CH:4]=[C:3]([NH:7][C:8](=[O:15])OCC(Cl)(Cl)Cl)[CH:2]=1.[F:16][C:17]1[CH:22]=[CH:21][C:20]([C:23]2[CH:28]=[C:27]([N:29]3[CH2:34][CH2:33][NH:32][CH2:31][CH2:30]3)[N:26]=[CH:25][N:24]=2)=[CH:19][CH:18]=1. Product: [F:16][C:17]1[CH:22]=[CH:21][C:20]([C:23]2[N:24]=[CH:25][N:26]=[C:27]([N:29]3[CH2:30][CH2:31][N:32]([C:8]([NH:7][C:3]4[CH:2]=[N:1][CH:6]=[CH:5][CH:4]=4)=[O:15])[CH2:33][CH2:34]3)[CH:28]=2)=[CH:19][CH:18]=1. The catalyst class is: 175. (2) Reactant: [Br:1][C:2]1[CH:7]=[CH:6][CH:5]=[CH:4][C:3]=1[S:8]([N:11]1[CH2:16][CH2:15][CH2:14][CH:13]([NH:17]C(=O)OC(C)(C)C)[CH2:12]1)(=[O:10])=[O:9].[ClH:25].CCOCC. Product: [ClH:25].[Br:1][C:2]1[CH:7]=[CH:6][CH:5]=[CH:4][C:3]=1[S:8]([N:11]1[CH2:16][CH2:15][CH2:14][CH:13]([NH2:17])[CH2:12]1)(=[O:10])=[O:9]. The catalyst class is: 2. (3) Reactant: [CH2:1]([C:5]1[C:6]([C:16]2[CH:21]=[CH:20][CH:19]=[CH:18][CH:17]=2)=[C:7]([OH:15])[C:8]2[C:13]([CH:14]=1)=[CH:12][CH:11]=[CH:10][CH:9]=2)[CH2:2][CH2:3][CH3:4].F[C:23]1[CH:30]=[CH:29][C:26]([CH:27]=[O:28])=[CH:25][CH:24]=1.C([O-])([O-])=O.[Cs+].[Cs+]. Product: [CH2:1]([C:5]1[C:6]([C:16]2[CH:21]=[CH:20][CH:19]=[CH:18][CH:17]=2)=[C:7]([O:15][C:23]2[CH:30]=[CH:29][C:26]([CH:27]=[O:28])=[CH:25][CH:24]=2)[C:8]2[C:13]([CH:14]=1)=[CH:12][CH:11]=[CH:10][CH:9]=2)[CH2:2][CH2:3][CH3:4]. The catalyst class is: 16.